Regression. Given a peptide amino acid sequence and an MHC pseudo amino acid sequence, predict their binding affinity value. This is MHC class I binding data. From a dataset of Peptide-MHC class I binding affinity with 185,985 pairs from IEDB/IMGT. The peptide sequence is VRITWYSKN. The MHC is Mamu-A20102 with pseudo-sequence Mamu-A20102. The binding affinity (normalized) is 0.